From a dataset of Forward reaction prediction with 1.9M reactions from USPTO patents (1976-2016). Predict the product of the given reaction. (1) Given the reactants [CH2:1]([O:3][C:4]1[CH:5]=[C:6]([CH:12]([N:18]2[C:26](=[O:27])[C:25]3[C:20](=[CH:21][CH:22]=[C:23]([CH3:28])[CH:24]=3)[C:19]2=[O:29])[CH2:13][C:14]([NH:16][OH:17])=[O:15])[CH:7]=[CH:8][C:9]=1[O:10][CH3:11])[CH3:2].[C:30](OC(=O)C)(=[O:32])[CH3:31], predict the reaction product. The product is: [C:30]([O:17][NH:16][C:14](=[O:15])[CH2:13][CH:12]([C:6]1[CH:7]=[CH:8][C:9]([O:10][CH3:11])=[C:4]([O:3][CH2:1][CH3:2])[CH:5]=1)[N:18]1[C:26](=[O:27])[C:25]2[C:20](=[CH:21][CH:22]=[C:23]([CH3:28])[CH:24]=2)[C:19]1=[O:29])(=[O:32])[CH3:31]. (2) Given the reactants [CH3:1][CH:2]([CH3:19])[CH2:3][C:4]1[NH:5][C:6]2[C:11]([CH:12]=1)=[C:10]([C:13]([F:16])([F:15])[F:14])[C:9]([C:17]#[N:18])=[CH:8][CH:7]=2.Br[CH2:21][C:22]([NH2:24])=[O:23], predict the reaction product. The product is: [C:17]([C:9]1[C:10]([C:13]([F:16])([F:14])[F:15])=[C:11]2[C:6](=[CH:7][CH:8]=1)[N:5]([CH2:21][C:22]([NH2:24])=[O:23])[C:4]([CH2:3][CH:2]([CH3:19])[CH3:1])=[CH:12]2)#[N:18]. (3) Given the reactants [BH4-].[Na+].[CH3:3][C:4]1[CH:5]=[C:6]([C:21]2[CH:22]=[CH:23][C:24]([C:27](=[O:29])[CH3:28])=[N:25][CH:26]=2)[CH:7]=[C:8]([NH:10][C:11]2[N:16]=[C:15]([C:17]([F:20])([F:19])[F:18])[CH:14]=[CH:13][N:12]=2)[CH:9]=1, predict the reaction product. The product is: [CH3:3][C:4]1[CH:5]=[C:6]([C:21]2[CH:22]=[CH:23][C:24]([CH:27]([OH:29])[CH3:28])=[N:25][CH:26]=2)[CH:7]=[C:8]([NH:10][C:11]2[N:16]=[C:15]([C:17]([F:20])([F:19])[F:18])[CH:14]=[CH:13][N:12]=2)[CH:9]=1. (4) The product is: [CH2:19]([N:26]([CH3:31])[CH2:27][CH2:28][N:29]([CH2:16][C:15]1[C:11]([C:8]2[CH:9]=[CH:10][C:5]([O:4][CH:1]([CH3:3])[CH3:2])=[CH:6][CH:7]=2)=[N:12][N:13]([CH3:18])[CH:14]=1)[CH3:30])[C:20]1[CH:25]=[CH:24][CH:23]=[CH:22][CH:21]=1. Given the reactants [CH:1]([O:4][C:5]1[CH:10]=[CH:9][C:8]([C:11]2[C:15]([CH:16]=O)=[CH:14][N:13]([CH3:18])[N:12]=2)=[CH:7][CH:6]=1)([CH3:3])[CH3:2].[CH2:19]([N:26]([CH3:31])[CH2:27][CH2:28][NH:29][CH3:30])[C:20]1[CH:25]=[CH:24][CH:23]=[CH:22][CH:21]=1.[BH3-]C#N.[Na+].O, predict the reaction product. (5) Given the reactants [C:1]([O:5][C:6]([N:8]1[CH2:12][C@H:11]([CH:13]=[CH:14][CH3:15])[C@@H:10]([OH:16])[CH2:9]1)=[O:7])([CH3:4])([CH3:3])[CH3:2], predict the reaction product. The product is: [C:1]([O:5][C:6]([N:8]1[CH2:12][C@H:11]([CH2:13][CH2:14][CH3:15])[C@@H:10]([OH:16])[CH2:9]1)=[O:7])([CH3:4])([CH3:3])[CH3:2]. (6) Given the reactants [C:1]1([CH:7]([N:9]2[CH2:14][CH2:13][C:12](=O)[CH2:11][CH2:10]2)[CH3:8])[CH:6]=[CH:5][CH:4]=[CH:3][CH:2]=1.[Cl-].[NH4+:17].[NH3:18].[C-:19]#N.[Na+], predict the reaction product. The product is: [NH2:17][C:12]1([C:19]#[N:18])[CH2:13][CH2:14][N:9]([CH:7]([C:1]2[CH:6]=[CH:5][CH:4]=[CH:3][CH:2]=2)[CH3:8])[CH2:10][CH2:11]1. (7) The product is: [CH2:1]([O:8][C:9]1[C:14]([N+:15]([O-:17])=[O:16])=[C:13]([C:24]2[CH:25]=[CH:26][C:21]([O:20][CH3:19])=[CH:22][CH:23]=2)[CH:12]=[CH:11][N:10]=1)[C:2]1[CH:7]=[CH:6][CH:5]=[CH:4][CH:3]=1. Given the reactants [CH2:1]([O:8][C:9]1[C:14]([N+:15]([O-:17])=[O:16])=[C:13](Cl)[CH:12]=[CH:11][N:10]=1)[C:2]1[CH:7]=[CH:6][CH:5]=[CH:4][CH:3]=1.[CH3:19][O:20][C:21]1[CH:26]=[CH:25][C:24](B(O)O)=[CH:23][CH:22]=1.C(=O)([O-])[O-].[Na+].[Na+], predict the reaction product.